Regression. Given a peptide amino acid sequence and an MHC pseudo amino acid sequence, predict their binding affinity value. This is MHC class I binding data. From a dataset of Peptide-MHC class I binding affinity with 185,985 pairs from IEDB/IMGT. (1) The peptide sequence is VEYHYTFYI. The MHC is HLA-C04:01 with pseudo-sequence HLA-C04:01. The binding affinity (normalized) is 0.213. (2) The peptide sequence is RLYSIFLIF. The MHC is HLA-B08:01 with pseudo-sequence HLA-B08:01. The binding affinity (normalized) is 0.107. (3) The peptide sequence is SQIETGTPF. The MHC is HLA-A26:03 with pseudo-sequence HLA-A26:03. The binding affinity (normalized) is 0.607.